Dataset: Full USPTO retrosynthesis dataset with 1.9M reactions from patents (1976-2016). Task: Predict the reactants needed to synthesize the given product. (1) Given the product [CH3:31][O:32][C:33]1[CH:40]=[CH:39][C:36]([CH2:37][NH:38][C:14]([C:5]2[CH:6]=[N:7][CH:2]=[N:3][CH:4]=2)=[O:15])=[CH:35][CH:34]=1, predict the reactants needed to synthesize it. The reactants are: Cl[C:2]1[N:7]=[C:6](NCC(C)(C)C)[C:5]([CH:14]=[O:15])=[CH:4][N:3]=1.S(=O)(=O)(O)N.Cl([O-])=O.[Na+].C(Cl)(=O)C(Cl)=O.[CH3:31][O:32][C:33]1[CH:40]=[CH:39][C:36]([CH2:37][NH2:38])=[CH:35][CH:34]=1. (2) Given the product [CH3:35][C:25]1[CH:30]=[CH:29][C:28]([S:31]([O:6][CH2:5][C@@H:4]([N:1]=[N+:2]=[N-:3])[C@H:7]([OH:17])[CH2:8][O:9][CH2:10][C:11]2[CH:16]=[CH:15][CH:14]=[CH:13][CH:12]=2)(=[O:33])=[O:32])=[CH:27][CH:26]=1, predict the reactants needed to synthesize it. The reactants are: [N:1]([C@@H:4]([C@H:7]([OH:17])[CH2:8][O:9][CH2:10][C:11]1[CH:16]=[CH:15][CH:14]=[CH:13][CH:12]=1)[CH2:5][OH:6])=[N+:2]=[N-:3].C(N(CC)CC)C.[C:25]1([CH3:35])[CH:30]=[CH:29][C:28]([S:31](Cl)(=[O:33])=[O:32])=[CH:27][CH:26]=1. (3) The reactants are: Br[C:2]1[CH:3]=[CH:4][C:5]2[N:6]([N:8]=[C:9]([NH:11][C:12](=[O:19])[C:13]3[CH:18]=[CH:17][CH:16]=[CH:15][CH:14]=3)[N:10]=2)[CH:7]=1.CC1(C)C(C)(C)OB([C:28]2[CH:29]=[N:30][NH:31][CH:32]=2)O1. Given the product [NH:30]1[CH:29]=[C:28]([C:2]2[CH:3]=[CH:4][C:5]3[N:6]([N:8]=[C:9]([NH:11][C:12](=[O:19])[C:13]4[CH:18]=[CH:17][CH:16]=[CH:15][CH:14]=4)[N:10]=3)[CH:7]=2)[CH:32]=[N:31]1, predict the reactants needed to synthesize it. (4) Given the product [C:3]([NH:6][C:7]([CH2:34][C:33]([C:30]1[CH:31]=[CH:32][C:27]([O:26][C:25]2[CH:37]=[CH:38][C:22]([CH2:18][CH2:19][CH2:20][CH3:21])=[CH:23][CH:24]=2)=[CH:28][CH:29]=1)=[O:36])([C:13]([O:15][CH2:16][CH3:17])=[O:14])[C:8]([O:10][CH2:11][CH3:12])=[O:9])(=[O:5])[CH3:4], predict the reactants needed to synthesize it. The reactants are: [H-].[Na+].[C:3]([NH:6][CH:7]([C:13]([O:15][CH2:16][CH3:17])=[O:14])[C:8]([O:10][CH2:11][CH3:12])=[O:9])(=[O:5])[CH3:4].[CH2:18]([C:22]1[CH:38]=[CH:37][C:25]([O:26][C:27]2[CH:32]=[CH:31][C:30]([C:33](=[O:36])[CH2:34]Cl)=[CH:29][CH:28]=2)=[CH:24][CH:23]=1)[CH2:19][CH2:20][CH3:21]. (5) Given the product [CH:29]1([NH:32][C:5]2[N:6]=[CH:7][C:8]3[C:17]4[CH:16]=[CH:15][C:14]([C:18]([O:20][CH3:21])=[O:19])=[CH:13][C:12]=4[N:11]=[C:10]([C:22]4[CH:23]=[CH:24][CH:25]=[CH:26][CH:27]=4)[C:9]=3[N:28]=2)[CH2:31][CH2:30]1, predict the reactants needed to synthesize it. The reactants are: CS([C:5]1[N:6]=[CH:7][C:8]2[C:17]3[CH:16]=[CH:15][C:14]([C:18]([O:20][CH3:21])=[O:19])=[CH:13][C:12]=3[N:11]=[C:10]([C:22]3[CH:27]=[CH:26][CH:25]=[CH:24][CH:23]=3)[C:9]=2[N:28]=1)(=O)=O.[CH:29]1([NH2:32])[CH2:31][CH2:30]1.O. (6) The reactants are: [F:1][C:2]1[CH:3]=[C:4]([C:23]2[CH:28]=[CH:27][CH:26]=[C:25]([F:29])[C:24]=2[OH:30])[CH:5]=[CH:6][C:7]=1[C@H:8]([NH:10][C:11]([C:13]1([NH:16]C(=O)C(F)(F)F)[CH2:15][CH2:14]1)=[O:12])[CH3:9].C(N(CC)CC)C.[F:38][C:39]([F:52])([F:51])[S:40](O[S:40]([C:39]([F:52])([F:51])[F:38])(=[O:42])=[O:41])(=[O:42])=[O:41].C(=O)(O)[O-]. Given the product [F:38][C:39]([F:52])([F:51])[S:40]([O:30][C:24]1[C:25]([F:29])=[CH:26][CH:27]=[CH:28][C:23]=1[C:4]1[CH:5]=[CH:6][C:7]([C@H:8]([NH:10][C:11]([C:13]2([NH:16][S:40]([C:39]([F:38])([F:51])[F:52])(=[O:41])=[O:42])[CH2:14][CH2:15]2)=[O:12])[CH3:9])=[C:2]([F:1])[CH:3]=1)(=[O:42])=[O:41], predict the reactants needed to synthesize it. (7) Given the product [I-:29].[CH2:26]([O:25][C:23](=[O:24])[CH2:22][C:4]1([NH:7][S:8]([C:11]2[CH:16]=[CH:15][C:14]([CH2:17][CH2:18][CH2:19][CH2:20][CH3:21])=[CH:13][CH:12]=2)(=[O:10])=[O:9])[CH2:5][CH2:6][N+:2]([CH3:28])([CH3:1])[CH2:3]1)[CH3:27], predict the reactants needed to synthesize it. The reactants are: [CH3:1][N:2]1[CH2:6][CH2:5][C:4]([CH2:22][C:23]([O:25][CH2:26][CH3:27])=[O:24])([NH:7][S:8]([C:11]2[CH:16]=[CH:15][C:14]([CH2:17][CH2:18][CH2:19][CH2:20][CH3:21])=[CH:13][CH:12]=2)(=[O:10])=[O:9])[CH2:3]1.[CH3:28][I:29]. (8) Given the product [NH2:8][C:4]1[N:5]=[CH:6][N:7]=[C:2]([NH:15][C@H:16]([C:19]2[N:28]([CH:29]3[CH2:30][CH2:31]3)[C:27](=[O:32])[C:26]3[C:21](=[CH:22][CH:23]=[CH:24][C:25]=3[Cl:33])[N:20]=2)[CH2:17][CH3:18])[C:3]=1[C:9]1[N:13]=[CH:12][N:11]([CH3:14])[N:10]=1, predict the reactants needed to synthesize it. The reactants are: Cl[C:2]1[N:7]=[CH:6][N:5]=[C:4]([NH2:8])[C:3]=1[C:9]1[N:13]=[CH:12][N:11]([CH3:14])[N:10]=1.[NH2:15][C@H:16]([C:19]1[N:28]([CH:29]2[CH2:31][CH2:30]2)[C:27](=[O:32])[C:26]2[C:21](=[CH:22][CH:23]=[CH:24][C:25]=2[Cl:33])[N:20]=1)[CH2:17][CH3:18].CCN(C(C)C)C(C)C.C(Cl)Cl.CO. (9) Given the product [C:2]([NH:10][C:11]1[CH:12]=[CH:13][C:14]([O:17][C:18]([N:20]2[CH2:21][CH2:22][CH:23]([OH:26])[CH2:24][CH2:25]2)=[O:19])=[N:15][CH:16]=1)(=[O:9])[C:3]1[CH:4]=[CH:5][CH:6]=[CH:7][CH:8]=1, predict the reactants needed to synthesize it. The reactants are: F.[C:2]([NH:10][C:11]1[CH:12]=[CH:13][C:14]([O:17][C:18]([N:20]2[CH2:25][CH2:24][CH:23]([O:26][Si](C(C)(C)C)(C)C)[CH2:22][CH2:21]2)=[O:19])=[N:15][CH:16]=1)(=[O:9])[C:3]1[CH:8]=[CH:7][CH:6]=[CH:5][CH:4]=1. (10) Given the product [C:25]([O:24][CH:22]([N:39]=[C:41]=[O:45])[CH2:29][CH2:33][CH2:34][CH2:35][C:36]([NH:1][C:2]1[S:3][C:4]2[CH:10]=[C:9]([O:11][S:12]([C:15]3[CH:20]=[CH:19][C:18]([F:21])=[CH:17][CH:16]=3)(=[O:13])=[O:14])[CH:8]=[CH:7][C:5]=2[N:6]=1)=[O:75])([CH3:26])([CH3:27])[CH3:28], predict the reactants needed to synthesize it. The reactants are: [NH2:1][C:2]1[S:3][C:4]2[CH:10]=[C:9]([O:11][S:12]([C:15]3[CH:20]=[CH:19][C:18]([F:21])=[CH:17][CH:16]=3)(=[O:14])=[O:13])[CH:8]=[CH:7][C:5]=2[N:6]=1.[C:22]([CH:29]([CH2:33][CH2:34][CH2:35][CH2:36]N)C(O)=O)([O:24][C:25]([CH3:28])([CH3:27])[CH3:26])=O.C[N:39]([C:41]([O:45]N1N=NC2C=CC=NC1=2)=[N+](C)C)C.F[P-](F)(F)(F)(F)F.C(N(CC)C(C)C)(C)C.CN(C=[O:75])C.